From a dataset of Reaction yield outcomes from USPTO patents with 853,638 reactions. Predict the reaction yield, written as a fraction of the theoretical maximum amount of product (1.0 means a 100% yield; for example, 0.34 means a 34% yield). (1) The reactants are [Cl:1][C:2]1[CH:7]=[CH:6][C:5]([CH2:8][CH2:9][CH2:10][NH:11][C@H:12]2[CH2:17][CH2:16][C@H:15]([C:18]3[CH:27]=[CH:26][C:21]4[NH:22][C:23](=[O:25])[O:24][C:20]=4[CH:19]=3)[CH2:14][CH2:13]2)=[CH:4][CH:3]=1.[BH-](OC(C)=O)(OC(C)=O)O[C:30](C)=O.[Na+].[OH-].[Na+]. The catalyst is CO.C(Cl)Cl.O. The product is [Cl:1][C:2]1[CH:7]=[CH:6][C:5]([CH2:8][CH2:9][CH2:10][N:11]([CH3:30])[C@H:12]2[CH2:17][CH2:16][C@H:15]([C:18]3[CH:27]=[CH:26][C:21]4[NH:22][C:23](=[O:25])[O:24][C:20]=4[CH:19]=3)[CH2:14][CH2:13]2)=[CH:4][CH:3]=1. The yield is 0.660. (2) The reactants are CC1(C)C2C(=C(P(C3C=CC=CC=3)C3C=CC=CC=3)C=CC=2)OC2C(P(C3C=CC=CC=3)C3C=CC=CC=3)=CC=CC1=2.C(=O)([O-])[O-].[Cs+].[Cs+].[CH2:49]([O:51][C:52]([C:54]1[N:55]=[C:56]([CH2:60][CH2:61][O:62][CH3:63])[S:57][C:58]=1[NH2:59])=[O:53])[CH3:50].Br[C:65]1[CH:66]=[N:67][CH:68]=[CH:69][CH:70]=1. The catalyst is O1CCOCC1.C1COCC1. The product is [CH2:49]([O:51][C:52]([C:54]1[N:55]=[C:56]([CH2:60][CH2:61][O:62][CH3:63])[S:57][C:58]=1[NH:59][C:65]1[CH:66]=[N:67][CH:68]=[CH:69][CH:70]=1)=[O:53])[CH3:50]. The yield is 0.400. (3) The reactants are [C:1]([C:5]1[CH:12]=[CH:11][C:8]([CH:9]=O)=[CH:7][CH:6]=1)([CH3:4])([CH3:3])[CH3:2].[CH2:13]([CH2:15][NH2:16])[OH:14].[BH4-].[Na+].[NH:19]1[C:27]2[C:22](=[CH:23][CH:24]=[CH:25][C:26]=2[C:28](O)=[O:29])[CH:21]=[CH:20]1.CCN=C=NCCCN(C)C.Cl. The catalyst is CO. The product is [C:1]([C:5]1[CH:12]=[CH:11][C:8]([CH2:9][N:16]([CH2:15][CH2:13][OH:14])[C:28]([C:26]2[CH:25]=[CH:24][CH:23]=[C:22]3[C:27]=2[NH:19][CH:20]=[CH:21]3)=[O:29])=[CH:7][CH:6]=1)([CH3:4])([CH3:3])[CH3:2]. The yield is 0.360. (4) The catalyst is CN(C)C=O. The reactants are [Cl:1][C:2]1[N:10]=[CH:9][CH:8]=[CH:7][C:3]=1[C:4](O)=[O:5].C(N(CC)C(C)C)(C)C.Cl.[CH3:21][NH:22][O:23][CH3:24].F[P-](F)(F)(F)(F)F.N1(O[P+](N(C)C)(N(C)C)N(C)C)C2C=CC=CC=2N=N1. The product is [Cl:1][C:2]1[N:10]=[CH:9][CH:8]=[CH:7][C:3]=1[C:4]([N:22]([O:23][CH3:24])[CH3:21])=[O:5]. The yield is 0.930. (5) The reactants are Cl[C:2]1[C:11]2[C:6](=[CH:7][CH:8]=[C:9]([N+:12]([O-:14])=[O:13])[CH:10]=2)[N:5]=[CH:4][N:3]=1.[F:15][C:16]1[CH:17]=[C:18]([CH:30]=[CH:31][CH:32]=1)[CH2:19][N:20]1[C:28]2[C:23](=[CH:24][C:25]([NH2:29])=[CH:26][CH:27]=2)[CH:22]=[N:21]1. The catalyst is C(O)(C)C. The product is [F:15][C:16]1[CH:17]=[C:18]([CH:30]=[CH:31][CH:32]=1)[CH2:19][N:20]1[C:28]2[C:23](=[CH:24][C:25]([NH:29][C:2]3[C:11]4[C:6](=[CH:7][CH:8]=[C:9]([N+:12]([O-:14])=[O:13])[CH:10]=4)[N:5]=[CH:4][N:3]=3)=[CH:26][CH:27]=2)[CH:22]=[N:21]1. The yield is 0.633. (6) The yield is 0.430. The reactants are [ClH:1].[CH2:2]([C:6]1[N:7]=[C:8]([NH2:11])[NH:9][CH:10]=1)[CH2:3][C:4]#[CH:5].[N:12]([CH2:15][C:16]([CH3:24])=[CH:17][C:18]1[CH:23]=[CH:22][CH:21]=[CH:20][CH:19]=1)=[N+:13]=[N-:14]. The product is [ClH:1].[CH3:24][C:16](=[CH:17][C:18]1[CH:23]=[CH:22][CH:21]=[CH:20][CH:19]=1)[CH2:15][N:12]1[CH:5]=[C:4]([CH2:3][CH2:2][C:6]2[N:7]=[C:8]([NH2:11])[NH:9][CH:10]=2)[N:14]=[N:13]1. No catalyst specified. (7) The reactants are [C:1]([OH:5])(=O)[CH2:2][OH:3].CN(C(ON1N=NC2C=CC=NC1=2)=[N+](C)C)C.F[P-](F)(F)(F)(F)F.[F:30][C:31]1([F:81])[CH:36]([O:37][C:38]2[C:43]([C:44]#[N:45])=[CH:42][C:41]([C:46]3[CH:51]=[CH:50][N:49]=[C:48]4[N:52]([S:71]([C:74]5[CH:80]=[CH:79][C:77]([CH3:78])=[CH:76][CH:75]=5)(=[O:73])=[O:72])[C:53]([C:55]5[CH:60]=[CH:59][C:58]([N:61]6[CH2:66][CH2:65][N:64]([CH:67]7[CH2:70][O:69][CH2:68]7)[CH2:63][CH2:62]6)=[CH:57][CH:56]=5)=[CH:54][C:47]=34)=[N:40][CH:39]=2)[CH2:35][CH2:34][NH:33][CH2:32]1. The catalyst is CN(C=O)C.CCOC(C)=O.C([O-])([O-])=O.[Na+].[Na+]. The product is [F:81][C:31]1([F:30])[CH:36]([O:37][C:38]2[C:43]([C:44]#[N:45])=[CH:42][C:41]([C:46]3[CH:51]=[CH:50][N:49]=[C:48]4[N:52]([S:71]([C:74]5[CH:80]=[CH:79][C:77]([CH3:78])=[CH:76][CH:75]=5)(=[O:72])=[O:73])[C:53]([C:55]5[CH:56]=[CH:57][C:58]([N:61]6[CH2:62][CH2:63][N:64]([CH:67]7[CH2:68][O:69][CH2:70]7)[CH2:65][CH2:66]6)=[CH:59][CH:60]=5)=[CH:54][C:47]=34)=[N:40][CH:39]=2)[CH2:35][CH2:34][N:33]([C:1](=[O:5])[CH2:2][OH:3])[CH2:32]1. The yield is 0.300. (8) The yield is 0.850. The reactants are [C:1]([C:3]1[CH:8]=[CH:7][C:6]([Br:9])=[CH:5][N:4]=1)#[N:2].[N-:10]=[N+:11]=[N-:12].[Na+].[Cl-].[NH4+].O. The product is [NH:10]1[C:1]([C:3]2[CH:8]=[CH:7][C:6]([Br:9])=[CH:5][N:4]=2)=[N:2][N:12]=[N:11]1. The catalyst is CN(C)C=O.